From a dataset of Reaction yield outcomes from USPTO patents with 853,638 reactions. Predict the reaction yield, written as a fraction of the theoretical maximum amount of product (1.0 means a 100% yield; for example, 0.34 means a 34% yield). (1) The reactants are [NH2:1][C:2]1[C:11]2[C:6](=[C:7](Br)[CH:8]=[CH:9][CH:10]=2)[N:5]=[N:4][C:3]=1[C:13]([NH:15][CH2:16][CH2:17][CH3:18])=[O:14].[CH3:19][O:20][C:21]1[CH:26]=[CH:25][C:24]([O:27][CH3:28])=[CH:23][C:22]=1B(O)O. The catalyst is [Pd](Cl)Cl.C1(P(C2C=CC=CC=2)C2C=CC=CC=2)C=CC=CC=1.C1(P(C2C=CC=CC=2)C2C=CC=CC=2)C=CC=CC=1. The product is [NH2:1][C:2]1[C:11]2[C:6](=[C:7]([C:25]3[CH:26]=[C:21]([O:20][CH3:19])[CH:22]=[CH:23][C:24]=3[O:27][CH3:28])[CH:8]=[CH:9][CH:10]=2)[N:5]=[N:4][C:3]=1[C:13]([NH:15][CH2:16][CH2:17][CH3:18])=[O:14]. The yield is 0.877. (2) The reactants are [OH:1][C:2]1[CH:7]=[CH:6][C:5]([S:8][C:9]2[CH:14]=[CH:13][C:12]([NH:15][C:16](=[O:27])[C:17]3[CH:22]=[CH:21][CH:20]=[C:19]([C:23]([F:26])([F:25])[F:24])[CH:18]=3)=[CH:11][C:10]=2[N+:28]([O-])=O)=[CH:4][CH:3]=1.[Cl-].[NH4+].O1CCCC1.O. The catalyst is CO.[Fe]. The product is [NH2:28][C:10]1[CH:11]=[C:12]([NH:15][C:16](=[O:27])[C:17]2[CH:22]=[CH:21][CH:20]=[C:19]([C:23]([F:26])([F:24])[F:25])[CH:18]=2)[CH:13]=[CH:14][C:9]=1[S:8][C:5]1[CH:4]=[CH:3][C:2]([OH:1])=[CH:7][CH:6]=1. The yield is 0.970. (3) The reactants are O.[ClH:2].[OH:3][C:4]([C:34]1[CH:39]=[CH:38][CH:37]=[CH:36][CH:35]=1)([C:28]1[CH:33]=[CH:32][CH:31]=[CH:30][CH:29]=1)[CH:5]1[CH2:10][CH2:9][N:8]([CH2:11][CH2:12][CH2:13][CH:14]([C:16]2[CH:21]=[CH:20][C:19]([C:22]([CH3:27])([CH3:26])[C:23]([OH:25])=[O:24])=[CH:18][CH:17]=2)[OH:15])[CH2:7][CH2:6]1.O. The catalyst is CC(C)=O. The product is [ClH:2].[OH:3][C:4]([C:34]1[CH:35]=[CH:36][CH:37]=[CH:38][CH:39]=1)([C:28]1[CH:29]=[CH:30][CH:31]=[CH:32][CH:33]=1)[CH:5]1[CH2:10][CH2:9][N:8]([CH2:11][CH2:12][CH2:13][CH:14]([C:16]2[CH:21]=[CH:20][C:19]([C:22]([CH3:27])([CH3:26])[C:23]([OH:25])=[O:24])=[CH:18][CH:17]=2)[OH:15])[CH2:7][CH2:6]1. The yield is 0.950. (4) The reactants are I[C:2]1[CH:7]=[CH:6][CH:5]=[CH:4][C:3]=1[CH2:8][OH:9].C([Li])CCC.[CH2:15]([N:22]1[CH2:26][CH2:25][C:24](=[O:27])[CH2:23]1)[C:16]1[CH:21]=[CH:20][CH:19]=[CH:18][CH:17]=1. The catalyst is CCCCCC.C1COCC1. The product is [CH2:15]([N:22]1[CH2:26][CH2:25][C:24]([C:2]2[CH:7]=[CH:6][CH:5]=[CH:4][C:3]=2[CH2:8][OH:9])([OH:27])[CH2:23]1)[C:16]1[CH:17]=[CH:18][CH:19]=[CH:20][CH:21]=1. The yield is 0.540. (5) The reactants are [CH2:1]([C:5]1([CH2:30][CH2:31][CH2:32][CH3:33])[C:14]2[C:9](=[CH:10][C:11]([F:15])=[CH:12][CH:13]=2)[C:8]([OH:16])=[C:7]([C:17]2[NH:22][C:21]3[CH:23]=[CH:24][CH:25]=[CH:26][C:20]=3[S:19](=[O:28])(=[O:27])[N:18]=2)[C:6]1=[O:29])[CH2:2][CH2:3][CH3:4].[OH-].[Na+:35]. The catalyst is C(#N)C. The product is [CH2:1]([C:5]1([CH2:30][CH2:31][CH2:32][CH3:33])[C:14]2[C:9](=[CH:10][C:11]([F:15])=[CH:12][CH:13]=2)[C:8]([O-:16])=[C:7]([C:17]2[NH:22][C:21]3[CH:23]=[CH:24][CH:25]=[CH:26][C:20]=3[S:19](=[O:27])(=[O:28])[N:18]=2)[C:6]1=[O:29])[CH2:2][CH2:3][CH3:4].[Na+:35]. The yield is 0.700. (6) The reactants are C[O:2][C:3](=[O:41])[C:4]1[CH:9]=[CH:8][CH:7]=[CH:6][C:5]=1[S:10]([N:13]1[CH2:19][CH2:18][CH2:17][CH:16]([NH:20][C:21](=[O:39])[C@@H:22]([NH:27][C:28]([C:30]2[O:31][C:32]3[CH:38]=[CH:37][CH:36]=[CH:35][C:33]=3[CH:34]=2)=[O:29])[CH2:23][CH:24]([CH3:26])[CH3:25])[CH:15]([OH:40])[CH2:14]1)(=[O:12])=[O:11].CO.O. No catalyst specified. The product is [O:31]1[C:32]2[CH:38]=[CH:37][CH:36]=[CH:35][C:33]=2[CH:34]=[C:30]1[C:28]([NH:27][C@@H:22]([CH2:23][CH:24]([CH3:26])[CH3:25])[C:21]([NH:20][CH:16]1[CH2:17][CH2:18][CH2:19][N:13]([S:10]([C:5]2[CH:6]=[CH:7][CH:8]=[CH:9][C:4]=2[C:3]([OH:41])=[O:2])(=[O:12])=[O:11])[CH2:14][C:15]1=[O:40])=[O:39])=[O:29]. The yield is 0.270.